This data is from CYP2C19 inhibition data for predicting drug metabolism from PubChem BioAssay. The task is: Regression/Classification. Given a drug SMILES string, predict its absorption, distribution, metabolism, or excretion properties. Task type varies by dataset: regression for continuous measurements (e.g., permeability, clearance, half-life) or binary classification for categorical outcomes (e.g., BBB penetration, CYP inhibition). Dataset: cyp2c19_veith. (1) The molecule is O=C(CSc1nnc(CNc2ccc(F)cc2)o1)N1c2ccccc2Sc2ccccc21. The result is 1 (inhibitor). (2) The compound is COCCn1c(=S)[nH]c2cc(C(=O)NC(C)C)ccc2c1=O. The result is 1 (inhibitor). (3) The drug is COc1ccc(CCNC(=O)CCN2C(=O)C(C)Oc3ccc(C)cc32)cc1OC. The result is 1 (inhibitor). (4) The compound is COCCn1c(=O)c(-c2cccs2)nc2cnc(Oc3cccc(Cl)c3)nc21. The result is 1 (inhibitor). (5) The molecule is COc1ccc(O[C@H]2C=C[C@@H](c3ccccc3)O[C@@H]2CO/N=C(\C)CCN2CCc3nc(-c4ccccc4)c(-c4ccccc4)cc3C2)cc1. The result is 1 (inhibitor). (6) The compound is Cc1ccc(C2(C)NC(=O)N(CC(=O)Nc3cc(C)on3)C2=O)cc1. The result is 0 (non-inhibitor). (7) The result is 1 (inhibitor). The compound is Cc1ccc(S(=O)(=O)Nc2cc(=O)[nH]c3c2CCC3)cc1.